Dataset: Forward reaction prediction with 1.9M reactions from USPTO patents (1976-2016). Task: Predict the product of the given reaction. (1) Given the reactants [C:1]12([N:11]=[C:12]=[O:13])[CH2:10][CH:5]3[CH2:6][CH:7]([CH2:9][CH:3]([CH2:4]3)[CH2:2]1)[CH2:8]2.[NH2:14][C:15]1[CH:20]=[CH:19][C:18]([S:21]([NH2:24])(=[O:23])=[O:22])=[CH:17][CH:16]=1, predict the reaction product. The product is: [C:1]12([NH:11][C:12](=[O:13])[NH:14][C:15]3[CH:20]=[CH:19][C:18]([S:21]([NH2:24])(=[O:22])=[O:23])=[CH:17][CH:16]=3)[CH2:10][CH:5]3[CH2:6][CH:7]([CH2:9][CH:3]([CH2:4]3)[CH2:2]1)[CH2:8]2. (2) Given the reactants [H-].[Na+].[C:3]([O:7][C:8](=[O:13])[NH:9][CH2:10][CH2:11][OH:12])([CH3:6])([CH3:5])[CH3:4].Br[CH2:15][CH2:16][F:17], predict the reaction product. The product is: [C:3]([O:7][C:8](=[O:13])[NH:9][CH2:10][CH2:11][O:12][CH2:15][CH2:16][F:17])([CH3:6])([CH3:4])[CH3:5].